From a dataset of Forward reaction prediction with 1.9M reactions from USPTO patents (1976-2016). Predict the product of the given reaction. Given the reactants [Cl:1][C:2]1[C:3]([CH3:18])=[C:4]([Cl:17])[C:5]2[O:10][CH2:9][C:8](=[O:11])[N:7]([CH2:12][CH2:13][CH2:14]Cl)[C:6]=2[CH:16]=1.C([O-])([O-])=O.[K+].[K+].[Na+].[I-].[CH2:27]([CH:31]1[CH2:36][CH2:35][NH:34][CH2:33][CH2:32]1)[CH2:28][CH2:29][CH3:30], predict the reaction product. The product is: [CH2:27]([CH:31]1[CH2:36][CH2:35][N:34]([CH2:14][CH2:13][CH2:12][N:7]2[C:6]3[CH:16]=[C:2]([Cl:1])[C:3]([CH3:18])=[C:4]([Cl:17])[C:5]=3[O:10][CH2:9][C:8]2=[O:11])[CH2:33][CH2:32]1)[CH2:28][CH2:29][CH3:30].